Dataset: Forward reaction prediction with 1.9M reactions from USPTO patents (1976-2016). Task: Predict the product of the given reaction. Given the reactants [C:1]1(=O)CCCCC1.[CH3:8][C:9]1[CH:14]=[CH:13][C:12]([S:15]([O:18][CH2:19][C:20]2([O:26][CH3:27])[CH2:25][CH2:24]O[CH2:22][CH2:21]2)(=[O:17])=[O:16])=[CH:11][CH:10]=1, predict the reaction product. The product is: [CH3:8][C:9]1[CH:14]=[CH:13][C:12]([S:15]([O:18][CH2:19][C:20]2([O:26][CH3:27])[CH2:25][CH2:24][CH2:1][CH2:22][CH2:21]2)(=[O:17])=[O:16])=[CH:11][CH:10]=1.